From a dataset of Catalyst prediction with 721,799 reactions and 888 catalyst types from USPTO. Predict which catalyst facilitates the given reaction. (1) Reactant: [Cl:1][C:2]1[N:7]=[C:6](Cl)[C:5]([CH3:9])=[CH:4][N:3]=1.[CH3:10][NH:11][CH3:12]. Product: [Cl:1][C:2]1[N:7]=[C:6]([N:11]([CH3:12])[CH3:10])[C:5]([CH3:9])=[CH:4][N:3]=1. The catalyst class is: 7. (2) Reactant: C([N:8]1[C:12]2[N:13]=[C:14]([NH:27][C:28]3[CH:35]=[CH:34][C:31]([C:32]#[N:33])=[CH:30][CH:29]=3)[N:15]=[C:16]([NH:17][C:18]3[C:23]([CH3:24])=[CH:22][C:21]([CH3:25])=[CH:20][C:19]=3[CH3:26])[C:11]=2[CH:10]=[CH:9]1)C1C=CC=CC=1.[Cl-].[Al+3].[Cl-].[Cl-]. Product: [CH3:26][C:19]1[CH:20]=[C:21]([CH3:25])[CH:22]=[C:23]([CH3:24])[C:18]=1[NH:17][C:16]1[C:11]2[CH:10]=[CH:9][NH:8][C:12]=2[N:13]=[C:14]([NH:27][C:28]2[CH:29]=[CH:30][C:31]([C:32]#[N:33])=[CH:34][CH:35]=2)[N:15]=1. The catalyst class is: 262. (3) Reactant: Cl.[C:2]([N:5]1[CH2:10][CH2:9][CH:8]([NH2:11])[CH2:7][CH2:6]1)(=[O:4])[CH3:3].C(N(C(C)C)CC)(C)C.[F:21][C:22]1[CH:30]=[CH:29][C:25]([C:26](Cl)=[O:27])=[CH:24][CH:23]=1. Product: [C:2]([N:5]1[CH2:10][CH2:9][CH:8]([NH:11][C:26](=[O:27])[C:25]2[CH:29]=[CH:30][C:22]([F:21])=[CH:23][CH:24]=2)[CH2:7][CH2:6]1)(=[O:4])[CH3:3]. The catalyst class is: 4. (4) Reactant: P([O-])([O-])([O-])=O.[Na].[F:7][C:8]1[C:13]([F:14])=[C:12]([C:15]([F:18])([F:17])[F:16])[CH:11]=[CH:10][C:9]=1[C:19]1[N:20]=[C:21]([NH:24][C:25](=[O:40])[CH2:26][C:27]2[C:35]3[C:34](=[O:36])[N:33]([CH3:37])[C:32](=[O:38])[N:31]([CH3:39])[C:30]=3[S:29][N:28]=2)[S:22][CH:23]=1.[P:41]([O:53]CI)([O:48]C(C)(C)C)([O:43][C:44](C)(C)C)=[O:42]. Product: [P:41]([OH:53])([OH:48])([O:43][CH2:44][N:20]1[C:19]([C:9]2[CH:10]=[CH:11][C:12]([C:15]([F:17])([F:16])[F:18])=[C:13]([F:14])[C:8]=2[F:7])=[CH:23][S:22][C:21]1=[N:24][C:25](=[O:40])[CH2:26][C:27]1[C:35]2[C:34](=[O:36])[N:33]([CH3:37])[C:32](=[O:38])[N:31]([CH3:39])[C:30]=2[S:29][N:28]=1)=[O:42]. The catalyst class is: 3. (5) Reactant: [CH2:1]([O:3][C:4](=[O:24])[CH2:5][CH2:6][N:7]([C:14]1[C:19]([N+:20]([O-])=O)=[CH:18][N:17]=[C:16]([Cl:23])[N:15]=1)[CH:8]1[CH2:12][CH2:11][CH:10]([CH3:13])[CH2:9]1)[CH3:2].[H][H]. Product: [CH2:1]([O:3][C:4](=[O:24])[CH2:5][CH2:6][N:7]([C:14]1[C:19]([NH2:20])=[CH:18][N:17]=[C:16]([Cl:23])[N:15]=1)[CH:8]1[CH2:12][CH2:11][CH:10]([CH3:13])[CH2:9]1)[CH3:2]. The catalyst class is: 78. (6) Reactant: C(OC([N:8]1[CH2:13][CH2:12][CH:11]([N:14]2[C:22]3[C:17](=[CH:18][CH:19]=[C:20]([F:23])[CH:21]=3)[C:16]([C:24]3[N:25]=[C:26]4[C:32]([C:33](=[O:48])[NH:34][CH:35]5[CH2:39][CH2:38][CH:37]([NH:40]C(OC(C)(C)C)=O)[CH2:36]5)=[CH:31][N:30](COCC[Si](C)(C)C)[C:27]4=[N:28][CH:29]=3)=[N:15]2)[CH2:10][CH2:9]1)=O)(C)(C)C.FC(F)(F)C(O)=O.C(N)CN.O. Product: [NH2:40][CH:37]1[CH2:38][CH2:39][CH:35]([NH:34][C:33]([C:32]2[C:26]3[C:27](=[N:28][CH:29]=[C:24]([C:16]4[C:17]5[C:22](=[CH:21][C:20]([F:23])=[CH:19][CH:18]=5)[N:14]([CH:11]5[CH2:12][CH2:13][NH:8][CH2:9][CH2:10]5)[N:15]=4)[N:25]=3)[NH:30][CH:31]=2)=[O:48])[CH2:36]1. The catalyst class is: 96. (7) Reactant: [F:1][C:2]1[C:7]([O:8][CH3:9])=[CH:6][CH:5]=[C:4]([F:10])[C:3]=1B(O)O.C(O)(=[O:16])C.OO. Product: [F:1][C:2]1[C:7]([O:8][CH3:9])=[CH:6][CH:5]=[C:4]([F:10])[C:3]=1[OH:16]. The catalyst class is: 7. (8) Reactant: [N:1]([CH2:4][C:5]([O:7][CH2:8][CH3:9])=[O:6])=[C:2]=[O:3].Cl.O1CCOCC1.[CH3:17][C:18]([OH:23])([CH2:21][CH3:22])[CH2:19][CH3:20]. Product: [CH2:19]([C:18]([CH3:17])([O:23][C:2]([NH:1][CH2:4][C:5]([O:7][CH2:8][CH3:9])=[O:6])=[O:3])[CH2:21][CH3:22])[CH3:20]. The catalyst class is: 4. (9) Reactant: [Cl:1][C:2]1[CH:10]=[CH:9][C:8]([C:11]2[N:12]([C:22]([O:24][C:25]([CH3:28])([CH3:27])[CH3:26])=[O:23])[C:13]3[C:18]([CH:19]=2)=[CH:17][C:16]([CH:20]=O)=[CH:15][CH:14]=3)=[C:7]2[C:3]=1[CH2:4][NH:5][C:6]2=[O:29].Cl.[NH2:31][CH2:32][C:33]1([OH:39])[CH2:38][CH2:37][CH2:36][CH2:35][CH2:34]1.C(O[BH-](OC(=O)C)OC(=O)C)(=O)C.[Na+]. Product: [Cl:1][C:2]1[CH:10]=[CH:9][C:8]([C:11]2[N:12]([C:22]([O:24][C:25]([CH3:27])([CH3:26])[CH3:28])=[O:23])[C:13]3[C:18]([CH:19]=2)=[CH:17][C:16]([CH2:20][NH:31][CH2:32][C:33]2([OH:39])[CH2:38][CH2:37][CH2:36][CH2:35][CH2:34]2)=[CH:15][CH:14]=3)=[C:7]2[C:3]=1[CH2:4][NH:5][C:6]2=[O:29]. The catalyst class is: 4.